This data is from NCI-60 drug combinations with 297,098 pairs across 59 cell lines. The task is: Regression. Given two drug SMILES strings and cell line genomic features, predict the synergy score measuring deviation from expected non-interaction effect. Synergy scores: CSS=3.26, Synergy_ZIP=-0.445, Synergy_Bliss=0.527, Synergy_Loewe=-4.01, Synergy_HSA=-2.29. Cell line: HCT116. Drug 1: CN1CCC(CC1)COC2=C(C=C3C(=C2)N=CN=C3NC4=C(C=C(C=C4)Br)F)OC. Drug 2: CC(C)NC(=O)C1=CC=C(C=C1)CNNC.Cl.